From a dataset of Full USPTO retrosynthesis dataset with 1.9M reactions from patents (1976-2016). Predict the reactants needed to synthesize the given product. (1) Given the product [Cl:24][C:25]1[CH:32]=[CH:31][C:28]([CH2:29][O:3][C@@H:4]2[CH2:9][CH2:8][C@H:7]([CH2:10][NH:11][C:12](=[O:23])[C:13]3[CH:14]=[CH:15][C:16]([OH:19])=[CH:17][CH:18]=3)[CH2:6][CH2:5]2)=[CH:27][CH:26]=1, predict the reactants needed to synthesize it. The reactants are: [H-].[Na+].[OH:3][C@@H:4]1[CH2:9][CH2:8][C@H:7]([CH2:10][NH:11][C:12](=[O:23])[C:13]2[CH:18]=[CH:17][C:16]([O:19]COC)=[CH:15][CH:14]=2)[CH2:6][CH2:5]1.[Cl:24][C:25]1[CH:32]=[CH:31][C:28]([CH2:29]Br)=[CH:27][CH:26]=1.Cl.CO. (2) Given the product [CH2:13]([C@H:11]1[CH2:12][NH:8][CH2:9][C@@H:10]1[CH2:20][N:21]([C:22]1[CH:27]=[CH:26][C:25]([Cl:28])=[CH:24][CH:23]=1)[CH2:29][C:30]1[CH:35]=[CH:34][CH:33]=[C:32]([NH2:36])[CH:31]=1)[C:14]1[CH:15]=[CH:16][CH:17]=[CH:18][CH:19]=1, predict the reactants needed to synthesize it. The reactants are: C(OC([N:8]1[CH2:12][C@@H:11]([CH2:13][C:14]2[CH:19]=[CH:18][CH:17]=[CH:16][CH:15]=2)[C@H:10]([CH2:20][N:21]([CH2:29][C:30]2[CH:35]=[CH:34][CH:33]=[C:32]([NH2:36])[CH:31]=2)[C:22]2[CH:27]=[CH:26][C:25]([Cl:28])=[CH:24][CH:23]=2)[CH2:9]1)=O)(C)(C)C. (3) Given the product [ClH:38].[N:1]1[CH:6]=[CH:5][C:4]([N:7]2[CH2:8][CH2:9][N:10]([C:13]([C:15]3[CH:21]=[CH:20][C:18]([NH:19][S:35]([C:32]4[CH:31]=[CH:30][C:29]([C:26]5[CH:27]=[CH:28][C:23]([Br:22])=[CH:24][CH:25]=5)=[CH:34][CH:33]=4)(=[O:36])=[O:37])=[CH:17][CH:16]=3)=[O:14])[CH2:11][CH2:12]2)=[CH:3][CH:2]=1, predict the reactants needed to synthesize it. The reactants are: [N:1]1[CH:6]=[CH:5][C:4]([N:7]2[CH2:12][CH2:11][N:10]([C:13]([C:15]3[CH:21]=[CH:20][C:18]([NH2:19])=[CH:17][CH:16]=3)=[O:14])[CH2:9][CH2:8]2)=[CH:3][CH:2]=1.[Br:22][C:23]1[CH:28]=[CH:27][C:26]([C:29]2[CH:34]=[CH:33][C:32]([S:35]([Cl:38])(=[O:37])=[O:36])=[CH:31][CH:30]=2)=[CH:25][CH:24]=1. (4) Given the product [CH:28]1([C:31]2[CH:32]=[C:33](/[C:43](=[CH:47]\[C@H:48]3[CH2:68][CH2:67][C:50](=[O:51])[CH2:49]3)/[C:44]([NH:69][C:70]3[S:71][C:72]4[C:77]([N:78]=3)=[CH:76][CH:75]=[C:74]([O:79][CH2:80][CH2:81][OH:83])[N:73]=4)=[O:45])[CH:34]=[CH:35][C:36]=2[S:37]([CH:40]2[CH2:42][CH2:41]2)(=[O:39])=[O:38])[CH2:29][CH2:30]1, predict the reactants needed to synthesize it. The reactants are: C1(P(C2C=CC=CC=2)C2C=CC=CC=2)C=CC=CC=1.BrN1C(=O)CCC1=O.[CH:28]1([C:31]2[CH:32]=[C:33](/[C:43](=[CH:47]\[C@H:48]3[CH2:68][CH2:67][C:50]4(O[C@H](C5C=CC=CC=5)[C@@H](C5C=CC=CC=5)[O:51]4)[CH2:49]3)/[C:44](O)=[O:45])[CH:34]=[CH:35][C:36]=2[S:37]([CH:40]2[CH2:42][CH2:41]2)(=[O:39])=[O:38])[CH2:30][CH2:29]1.[NH2:69][C:70]1[S:71][C:72]2[C:77]([N:78]=1)=[CH:76][CH:75]=[C:74]([O:79][CH2:80][C:81]([O:83]CC)=O)[N:73]=2.C(=O)(O)[O-].[Na+]. (5) Given the product [CH3:1][O:2][C:3]1[CH:4]=[CH:5][C:6]([CH2:9][CH2:10][NH:11][C:12](=[O:14])[CH3:13])=[CH:7][C:8]=1[N+:15]([O-:17])=[O:16], predict the reactants needed to synthesize it. The reactants are: [CH3:1][O:2][C:3]1[CH:8]=[CH:7][C:6]([CH2:9][CH2:10][NH:11][C:12](=[O:14])[CH3:13])=[CH:5][CH:4]=1.[N+:15]([O-])([OH:17])=[O:16]. (6) Given the product [CH3:1][O:2][C:3]1[CH:4]=[C:5]([C:9]2[CH:17]=[C:16]3[C:12]([C:13](=[CH:36][C:31]4[NH:32][C:33]5[C:29]([CH:30]=4)=[CH:28][C:27]([O:26][CH2:25][CH2:24][N:19]4[CH2:23][CH2:22][CH2:21][CH2:20]4)=[CH:35][CH:34]=5)[C:14](=[O:18])[NH:15]3)=[CH:11][CH:10]=2)[CH:6]=[CH:7][CH:8]=1, predict the reactants needed to synthesize it. The reactants are: [CH3:1][O:2][C:3]1[CH:4]=[C:5]([C:9]2[CH:17]=[C:16]3[C:12]([CH2:13][C:14](=[O:18])[NH:15]3)=[CH:11][CH:10]=2)[CH:6]=[CH:7][CH:8]=1.[N:19]1([CH2:24][CH2:25][O:26][C:27]2[CH:28]=[C:29]3[C:33](=[CH:34][CH:35]=2)[NH:32][C:31]([CH:36]=O)=[CH:30]3)[CH2:23][CH2:22][CH2:21][CH2:20]1.